This data is from Catalyst prediction with 721,799 reactions and 888 catalyst types from USPTO. The task is: Predict which catalyst facilitates the given reaction. (1) Reactant: [Br:1][C:2]1[C:7]([C:8]([OH:10])=[O:9])=[CH:6][N:5]=[CH:4][C:3]=1[Br:11].C(N1C=CN=C1)(N1[CH:18]=[CH:17]N=C1)=O.C(O)C. Product: [CH2:17]([O:9][C:8](=[O:10])[C:7]1[C:2]([Br:1])=[C:3]([Br:11])[CH:4]=[N:5][CH:6]=1)[CH3:18]. The catalyst class is: 10. (2) Reactant: [CH3:1][CH2:2][N:3](CC)CC.[C:8]1([S:14](Cl)(=[O:16])=[O:15])[CH:13]=[CH:12][CH:11]=[CH:10][CH:9]=1.[N:18]#[C:19][NH2:20].[C:21](O)([C:23](F)(F)F)=O.BrC#N. Product: [C:19]([N:20]1[CH2:23][CH2:21][CH:2]([NH:3][S:14]([C:8]2[CH:13]=[CH:12][CH:11]=[CH:10][CH:9]=2)(=[O:16])=[O:15])[CH2:1]1)#[N:18]. The catalyst class is: 91.